From a dataset of Forward reaction prediction with 1.9M reactions from USPTO patents (1976-2016). Predict the product of the given reaction. (1) The product is: [C:24]([C@@H:23]([NH:22][C:12]([C:10]1[CH:9]=[CH:8][C:7]([N:15]2[CH2:18][C:17]([F:20])([F:19])[CH2:16]2)=[C:6]([O:5][CH2:4][CH:1]2[CH2:2][CH2:3]2)[N:11]=1)=[O:14])[CH2:27][CH2:28][S:29][CH3:30])(=[O:25])[NH2:26]. Given the reactants [CH:1]1([CH2:4][O:5][C:6]2[N:11]=[C:10]([C:12]([OH:14])=O)[CH:9]=[CH:8][C:7]=2[N:15]2[CH2:18][C:17]([F:20])([F:19])[CH2:16]2)[CH2:3][CH2:2]1.Cl.[NH2:22][C@@H:23]([CH2:27][CH2:28][S:29][CH3:30])[C:24]([NH2:26])=[O:25], predict the reaction product. (2) Given the reactants C(OC([NH:8][C@@H:9]([CH2:17][CH2:18][CH2:19][CH2:20][CH:21](C(OC)=O)[C:22]([CH:24]1[CH2:28][S:27]C(C)(C)[N:25]1C=O)=[O:23])[C:10]([O:12]C(C)(C)C)=[O:11])=O)(C)(C)C.[ClH:37], predict the reaction product. The product is: [ClH:37].[ClH:37].[NH2:8][C@@H:9]([CH2:17][CH2:18][CH2:19][CH2:20][CH2:21][C:22](=[O:23])[CH:24]([NH2:25])[CH2:28][SH:27])[C:10]([OH:12])=[O:11]. (3) Given the reactants [C:1]([C:9]1[CH:14]=[CH:13][CH:12]=[CH:11][CH:10]=1)(=O)[C:2]1[CH:7]=[CH:6][CH:5]=[CH:4][CH:3]=1.C([NH2:17])=O.C(O)=O, predict the reaction product. The product is: [C:2]1([CH:1]([C:9]2[CH:14]=[CH:13][CH:12]=[CH:11][CH:10]=2)[NH2:17])[CH:7]=[CH:6][CH:5]=[CH:4][CH:3]=1. (4) Given the reactants C([O:8][N:9]1[C:14]2[N:15]=[CH:16][N:17]=[CH:18][C:13]=2[C:12]([OH:19])=[C:11]([CH3:20])[C:10]1=[O:21])C1C=CC=CC=1.[H][H], predict the reaction product. The product is: [OH:19][C:12]1[C:13]2[CH:18]=[N:17][CH:16]=[N:15][C:14]=2[N:9]([OH:8])[C:10](=[O:21])[C:11]=1[CH3:20].